From a dataset of Catalyst prediction with 721,799 reactions and 888 catalyst types from USPTO. Predict which catalyst facilitates the given reaction. (1) Reactant: [C:1]([C:3]1[CH:8]=[CH:7][CH:6]=[CH:5][C:4]=1[C:9]1[CH:14]=[CH:13][C:12]([CH2:15][CH:16]([C:22](=O)[CH2:23][CH2:24][CH3:25])[C:17](OCC)=[O:18])=[CH:11][CH:10]=1)#[N:2].S(O)(O)(=O)=O.[CH3:32][N:33]([CH3:37])[C:34]([NH2:36])=[NH:35].[O-]CC.[Na+].C(O)C. Product: [CH3:32][N:33]([CH3:37])[C:34]1[NH:36][C:17](=[O:18])[C:16]([CH2:15][C:12]2[CH:13]=[CH:14][C:9]([C:4]3[C:3]([C:1]#[N:2])=[CH:8][CH:7]=[CH:6][CH:5]=3)=[CH:10][CH:11]=2)=[C:22]([CH2:23][CH2:24][CH3:25])[N:35]=1. The catalyst class is: 8. (2) Reactant: [N+:1]([C:4]1[CH:9]=[CH:8][C:7]([S:10](Cl)(=[O:12])=[O:11])=[CH:6][CH:5]=1)([O-:3])=[O:2].[F:14][C:15]([F:36])([F:35])[C:16]([C:22]1[CH:27]=[CH:26][C:25]([CH2:28][N:29]2[CH2:34][CH2:33][NH:32][CH2:31][CH2:30]2)=[CH:24][CH:23]=1)([OH:21])[C:17]([F:20])([F:19])[F:18].C(N(CC)CC)C.O. Product: [F:35][C:15]([F:14])([F:36])[C:16]([C:22]1[CH:23]=[CH:24][C:25]([CH2:28][N:29]2[CH2:30][CH2:31][N:32]([S:10]([C:7]3[CH:8]=[CH:9][C:4]([N+:1]([O-:3])=[O:2])=[CH:5][CH:6]=3)(=[O:12])=[O:11])[CH2:33][CH2:34]2)=[CH:26][CH:27]=1)([OH:21])[C:17]([F:20])([F:19])[F:18]. The catalyst class is: 4. (3) Reactant: [O:1]1[CH2:6][CH2:5][N:4]([C:7]2[C:8]([NH2:13])=[N:9][CH:10]=[CH:11][N:12]=2)[CH2:3][CH2:2]1.Br[CH2:15][C:16]([CH:18]1[CH2:21][N:20]([C:22]([O:24][C:25]([CH3:28])([CH3:27])[CH3:26])=[O:23])[CH2:19]1)=O.O. Product: [O:1]1[CH2:6][CH2:5][N:4]([C:7]2[C:8]3[N:9]([CH:15]=[C:16]([CH:18]4[CH2:21][N:20]([C:22]([O:24][C:25]([CH3:28])([CH3:27])[CH3:26])=[O:23])[CH2:19]4)[N:13]=3)[CH:10]=[CH:11][N:12]=2)[CH2:3][CH2:2]1. The catalyst class is: 3.